Dataset: Catalyst prediction with 721,799 reactions and 888 catalyst types from USPTO. Task: Predict which catalyst facilitates the given reaction. (1) Reactant: [NH2:1][C:2]1[CH:7]=[CH:6][CH:5]=[CH:4][C:3]=1[NH:8][C:9]([C:11]1[NH:19][C:18]2[NH:17][CH2:16][CH2:15][CH2:14][C:13]=2[CH:12]=1)=[O:10].CCN(CC)CC.C1([O:33][C:34](=O)[NH:35][C:36]2[CH:37]=[N:38][CH:39]=[CH:40][CH:41]=2)C=CC=CC=1. Product: [NH2:1][C:2]1[CH:7]=[CH:6][CH:5]=[CH:4][C:3]=1[NH:8][C:9]([C:11]1[NH:19][C:14]2[CH2:15][CH2:16][N:17]([C:34]([NH:35][C:36]3[CH:37]=[N:38][CH:39]=[CH:40][CH:41]=3)=[O:33])[CH2:18][C:13]=2[CH:12]=1)=[O:10]. The catalyst class is: 3. (2) Product: [C:1]([O:5][C:6]([N:8]1[CH2:13][CH2:12][CH:11]([NH:14][C:23](=[O:24])[CH2:22][CH2:21][C:20]([CH:15]2[CH2:19][CH2:18][CH2:17][CH2:16]2)=[O:26])[CH2:10][CH2:9]1)=[O:7])([CH3:4])([CH3:2])[CH3:3]. The catalyst class is: 2. Reactant: [C:1]([O:5][C:6]([N:8]1[CH2:13][CH2:12][CH:11]([NH2:14])[CH2:10][CH2:9]1)=[O:7])([CH3:4])([CH3:3])[CH3:2].[CH:15]1([C:20](=[O:26])[CH2:21][CH2:22][C:23](O)=[O:24])[CH2:19][CH2:18][CH2:17][CH2:16]1.CCN=C=NCCCN(C)C.Cl.C1C=CC2N(O)N=NC=2C=1. (3) Reactant: [CH2:1]([O:3][C:4]([C:6]1[NH:7][C:8]2[C:13]([CH:14]=1)=[CH:12][C:11]([CH2:15][CH2:16][C:17]([OH:19])=O)=[CH:10][CH:9]=2)=[O:5])[CH3:2].C(N1C=CN=C1)(N1C=CN=C1)=O.[NH:32]1[CH2:36][CH2:35][CH2:34][CH2:33]1. Product: [CH2:1]([O:3][C:4]([C:6]1[NH:7][C:8]2[C:13]([CH:14]=1)=[CH:12][C:11]([CH2:15][CH2:16][C:17](=[O:19])[N:32]1[CH2:36][CH2:35][CH2:34][CH2:33]1)=[CH:10][CH:9]=2)=[O:5])[CH3:2]. The catalyst class is: 204. (4) Reactant: [C:1]([O:5][C:6]([N:8]1[CH2:12][CH2:11][CH2:10][C@@H:9]1[C:13]1[CH:18]=[CH:17][CH:16]=[C:15]([C:19]([O:21]C)=[O:20])[CH:14]=1)=[O:7])([CH3:4])([CH3:3])[CH3:2].[OH-].[Na+]. Product: [C:1]([O:5][C:6]([N:8]1[CH2:12][CH2:11][CH2:10][C@@H:9]1[C:13]1[CH:18]=[CH:17][CH:16]=[C:15]([C:19]([OH:21])=[O:20])[CH:14]=1)=[O:7])([CH3:4])([CH3:2])[CH3:3]. The catalyst class is: 24.